The task is: Predict the reactants needed to synthesize the given product.. This data is from Retrosynthesis with 50K atom-mapped reactions and 10 reaction types from USPTO. (1) Given the product COCCNc1cccc2c(-c3ccnc(NC4CC4)n3)c(-c3ccc(OC)cc3)nn12, predict the reactants needed to synthesize it. The reactants are: COCCN.COc1ccc(-c2nn3c(Cl)cccc3c2-c2ccnc(NC3CC3)n2)cc1. (2) Given the product CCCCOc1nc(N)c2[nH]c(=O)n(CCCNCc3cccc(CC(=O)OC)c3)c2n1, predict the reactants needed to synthesize it. The reactants are: CCCCOc1nc(N)c2[nH]c(=O)n(CCCN)c2n1.COC(=O)Cc1cccc(C=O)c1. (3) Given the product CC(=O)OC[C@@H]1C[C@H](Nc2cc(Cl)c(Cl)cc2N)[C@@H](OC(C)=O)[C@H]1OC(C)=O, predict the reactants needed to synthesize it. The reactants are: CC(=O)OC[C@@H]1C[C@H](Nc2cc(Cl)c(Cl)cc2[N+](=O)[O-])[C@@H](OC(C)=O)[C@H]1OC(C)=O. (4) Given the product O=C(CC1CCN(C(=O)c2cccnc2)CC1)Nc1ccc2cc1CCc1cncc(c1)Nc1ncc(Cl)c(n1)N2, predict the reactants needed to synthesize it. The reactants are: O=C(CC1CCNCC1)Nc1ccc2cc1CCc1cncc(c1)Nc1ncc(Cl)c(n1)N2.O=C(Cl)c1cccnc1.